Dataset: Catalyst prediction with 721,799 reactions and 888 catalyst types from USPTO. Task: Predict which catalyst facilitates the given reaction. (1) Reactant: C([O:8][C:9]1[CH:14]=[CH:13][C:12]([C:15]([C:17]2[C:22](F)=[CH:21][C:20]([F:24])=[CH:19][N:18]=2)=O)=[CH:11][CH:10]=1)C1C=CC=CC=1.[CH3:25][NH:26][NH2:27].CC(O)C. Product: [F:24][C:20]1[CH:21]=[C:22]2[N:26]([CH3:25])[N:27]=[C:15]([C:12]3[CH:13]=[CH:14][C:9]([OH:8])=[CH:10][CH:11]=3)[C:17]2=[N:18][CH:19]=1. The catalyst class is: 6. (2) Reactant: [C:1]([CH2:4][CH2:5][CH2:6][CH2:7][CH2:8][P+](C1C=CC=CC=1)(C1C=CC=CC=1)C1C=CC=CC=1)([OH:3])=[O:2].CC(C)([O-])C.[K+].[N:34]1[CH:39]=[CH:38][CH:37]=[CH:36][C:35]=1[CH:40]=O.[OH-].[Na+]. Product: [N:34]1[CH:39]=[CH:38][CH:37]=[CH:36][C:35]=1[CH:40]=[CH:8][CH2:7][CH2:6][CH2:5][CH2:4][C:1]([OH:3])=[O:2]. The catalyst class is: 7.